From a dataset of Forward reaction prediction with 1.9M reactions from USPTO patents (1976-2016). Predict the product of the given reaction. (1) Given the reactants [CH3:1][S:2][C:3]1[CH:8]=[CH:7][C:6]([C:9]2[CH:14]=[CH:13][C:12]([C:15](=[O:22])[CH2:16][CH2:17][C:18]([O:20]C)=[O:19])=[CH:11][CH:10]=2)=[CH:5][CH:4]=1.[OH-].[Na+].Cl, predict the reaction product. The product is: [CH3:1][S:2][C:3]1[CH:4]=[CH:5][C:6]([C:9]2[CH:14]=[CH:13][C:12]([C:15](=[O:22])[CH2:16][CH2:17][C:18]([OH:20])=[O:19])=[CH:11][CH:10]=2)=[CH:7][CH:8]=1. (2) Given the reactants [C:1]([O:5][C:6]([NH:8][C:9]1[CH:10]=[C:11]([CH:24]=[CH:25][CH:26]=1)[C:12]([NH:14][O:15][C:16](=O)[CH2:17][CH2:18][C:19]([O:21][CH3:22])=[O:20])=[NH:13])=[O:7])([CH3:4])([CH3:3])[CH3:2], predict the reaction product. The product is: [C:1]([O:5][C:6]([NH:8][C:9]1[CH:10]=[C:11]([C:12]2[N:13]=[C:16]([CH2:17][CH2:18][C:19]([O:21][CH3:22])=[O:20])[O:15][N:14]=2)[CH:24]=[CH:25][CH:26]=1)=[O:7])([CH3:4])([CH3:3])[CH3:2]. (3) Given the reactants [N+:1]([C:4]1[C:12]2O[C:10]3[CH2:13]CC[C:9]=3[C:8]=2[CH:7]=[CH:6][CH:5]=1)([O-])=O.[CH2:16]([OH:18])[CH3:17], predict the reaction product. The product is: [CH2:10]1[C:9]2[C:8]3[CH:12]=[C:4]([NH2:1])[CH:5]=[CH:6][C:7]=3[O:18][C:16]=2[CH2:17][CH2:13]1. (4) Given the reactants [Cl:1][CH2:2][CH2:3][C:4]([C:6]1[CH:7]=[C:8]2[C:13](=[CH:14][CH:15]=1)[NH:12][C:11](=[O:16])[C:10]([CH3:18])([CH3:17])[CH2:9]2)=O.FC(F)(F)C(O)=O.C([SiH](CC)CC)C, predict the reaction product. The product is: [Cl:1][CH2:2][CH2:3][CH2:4][C:6]1[CH:7]=[C:8]2[C:13](=[CH:14][CH:15]=1)[NH:12][C:11](=[O:16])[C:10]([CH3:18])([CH3:17])[CH2:9]2. (5) Given the reactants [CH:1]1([CH2:4][O:5][C:6]2[N:11]=[C:10]([C:12]([OH:14])=O)[CH:9]=[CH:8][C:7]=2[N:15]2[CH2:18][C:17]([F:20])([F:19])[CH2:16]2)[CH2:3][CH2:2]1.[CH3:21][C:22]1([NH2:26])[CH2:25][O:24][CH2:23]1, predict the reaction product. The product is: [CH3:21][C:22]1([NH:26][C:12]([C:10]2[CH:9]=[CH:8][C:7]([N:15]3[CH2:18][C:17]([F:20])([F:19])[CH2:16]3)=[C:6]([O:5][CH2:4][CH:1]3[CH2:2][CH2:3]3)[N:11]=2)=[O:14])[CH2:25][O:24][CH2:23]1.